From a dataset of Forward reaction prediction with 1.9M reactions from USPTO patents (1976-2016). Predict the product of the given reaction. (1) Given the reactants FC(F)(F)C(O)=O.[F:8][C:9]1[C:10]([C:32]2[CH:37]=[CH:36][C:35]([O:38][CH:39]3[CH2:42][O:41][CH2:40]3)=[CH:34][CH:33]=2)=[CH:11][C:12](=[O:31])[N:13]([CH2:15][CH2:16][C@@:17]([S:27]([CH3:30])(=[O:29])=[O:28])([NH:19][O:20]C2CCCCO2)[CH3:18])[CH:14]=1, predict the reaction product. The product is: [F:8][C:9]1[C:10]([C:32]2[CH:37]=[CH:36][C:35]([O:38][CH:39]3[CH2:40][O:41][CH2:42]3)=[CH:34][CH:33]=2)=[CH:11][C:12](=[O:31])[N:13]([CH2:15][CH2:16][C@:17]([NH:19][OH:20])([S:27]([CH3:30])(=[O:29])=[O:28])[CH3:18])[CH:14]=1. (2) Given the reactants [NH:1]1[CH2:6][CH2:5][CH:4]([C:7]2[C:15]3[C:10](=[CH:11][CH:12]=[CH:13][CH:14]=3)[NH:9][CH:8]=2)[CH2:3][CH2:2]1.[CH2:16]([O:18][C:19](=[O:30])[C:20]1[CH:25]=[C:24]([CH2:26]Br)[CH:23]=[CH:22][C:21]=1[O:28][CH3:29])[CH3:17], predict the reaction product. The product is: [CH2:16]([O:18][C:19](=[O:30])[C:20]1[CH:25]=[C:24]([CH2:26][N:1]2[CH2:6][CH2:5][CH:4]([C:7]3[C:15]4[C:10](=[CH:11][CH:12]=[CH:13][CH:14]=4)[NH:9][CH:8]=3)[CH2:3][CH2:2]2)[CH:23]=[CH:22][C:21]=1[O:28][CH3:29])[CH3:17]. (3) Given the reactants Br[C:2]1[CH:3]=[C:4]([C:9]2([CH2:24][NH2:25])[CH2:14][CH2:13][N:12]([C:15]3[C:16]4[CH:23]=[CH:22][NH:21][C:17]=4[N:18]=[CH:19][N:20]=3)[CH2:11][CH2:10]2)[CH:5]=[C:6]([F:8])[CH:7]=1.[CH3:26][N:27]1[CH:31]=[C:30](B2OC(C)(C)C(C)(C)O2)[CH:29]=[N:28]1.[O-]P([O-])([O-])=O.[K+].[K+].[K+].C(O)C, predict the reaction product. The product is: [F:8][C:6]1[CH:5]=[C:4]([C:9]2([CH2:24][NH2:25])[CH2:14][CH2:13][N:12]([C:15]3[C:16]4[CH:23]=[CH:22][NH:21][C:17]=4[N:18]=[CH:19][N:20]=3)[CH2:11][CH2:10]2)[CH:3]=[C:2]([C:30]2[CH:29]=[N:28][N:27]([CH3:26])[CH:31]=2)[CH:7]=1. (4) Given the reactants Cl[C:2]1[C:3]2[C:4](=[CH:18][N:19](CC3C=CC(OC)=CC=3)[N:20]=2)[N:5]=[C:6]([C:8]2[CH:13]=[C:12]([O:14][CH3:15])[CH:11]=[CH:10][C:9]=2[O:16][CH3:17])[N:7]=1.[CH:30]1([N:33]2[CH2:38][CH2:37][N:36]([C:39]3[CH:45]=[CH:44][C:42]([NH2:43])=[CH:41][CH:40]=3)[CH2:35][CH2:34]2)[CH2:32][CH2:31]1.Cl, predict the reaction product. The product is: [CH:30]1([N:33]2[CH2:34][CH2:35][N:36]([C:39]3[CH:45]=[CH:44][C:42]([NH:43][C:2]4[C:3]5[NH:20][N:19]=[CH:18][C:4]=5[N:5]=[C:6]([C:8]5[CH:13]=[C:12]([O:14][CH3:15])[CH:11]=[CH:10][C:9]=5[O:16][CH3:17])[N:7]=4)=[CH:41][CH:40]=3)[CH2:37][CH2:38]2)[CH2:32][CH2:31]1. (5) Given the reactants [H-].[Na+].[Cl:3][C:4]1[C:5]2[C:12]([Cl:13])=[CH:11][NH:10][C:6]=2[N:7]=[CH:8][N:9]=1.Cl[CH:15]1[O:19][C@@H:18]([CH2:20][O:21][C:22](=[O:30])[C:23]2[CH:28]=[CH:27][C:26]([CH3:29])=[CH:25][CH:24]=2)[C@H:17](C2C=C(C)C=CC=2C([O-])=O)[CH2:16]1, predict the reaction product. The product is: [CH3:29][C:26]1[CH:27]=[CH:28][C:23]([C:22]([O:30][C@H:17]2[CH2:16][C@H:15]([N:10]3[C:6]4[N:7]=[CH:8][N:9]=[C:4]([Cl:3])[C:5]=4[C:12]([Cl:13])=[CH:11]3)[O:19][C@@H:18]2[CH2:20][O:21][C:22](=[O:30])[C:23]2[CH:24]=[CH:25][C:26]([CH3:29])=[CH:27][CH:28]=2)=[O:21])=[CH:24][CH:25]=1. (6) The product is: [CH3:1][C:2]1[CH:10]=[C:6]([C:7]([NH:32][C:13]2[CH:14]=[C:15]([CH:30]=[CH:31][CH:12]=2)[CH2:16][N:18]2[CH2:19][CH2:20][CH:21]([C:25]([OH:29])=[O:26])[CH2:22]2)=[O:8])[CH:5]=[N:4][CH:3]=1. Given the reactants [CH3:1][C:2]1[CH:3]=[N:4][CH:5]=[C:6]([CH:10]=1)[C:7](Cl)=[O:8].Cl[C:12]1[CH:31]=[CH:30][C:15]([C:16]([NH:18][C:19]2C=C[CH:22]=[C:21]([CH:25]3[O:29]CC[O:26]3)[CH:20]=2)=O)=[CH:14][CH:13]=1.[NH:32]1CCC(C(OC)=O)C1, predict the reaction product.